Dataset: Full USPTO retrosynthesis dataset with 1.9M reactions from patents (1976-2016). Task: Predict the reactants needed to synthesize the given product. (1) Given the product [CH2:1]([S:21][CH:25]([CH3:31])[C:26]([O:28][CH2:29][CH3:30])=[O:27])[CH2:2][CH2:3][CH2:4]/[CH:5]=[CH:6]\[CH2:7]/[CH:8]=[CH:9]\[CH2:10]/[CH:11]=[CH:12]\[CH2:13]/[CH:14]=[CH:15]\[CH2:16]/[CH:17]=[CH:18]\[CH2:19][CH3:20], predict the reactants needed to synthesize it. The reactants are: [CH2:1]([SH:21])[CH2:2][CH2:3][CH2:4]/[CH:5]=[CH:6]\[CH2:7]/[CH:8]=[CH:9]\[CH2:10]/[CH:11]=[CH:12]\[CH2:13]/[CH:14]=[CH:15]\[CH2:16]/[CH:17]=[CH:18]\[CH2:19][CH3:20].[H-].[Na+].Br[CH:25]([CH3:31])[C:26]([O:28][CH2:29][CH3:30])=[O:27].[NH4+].[Cl-]. (2) Given the product [ClH:36].[CH:10]12[CH:11]([CH2:14][N:15]([CH2:16][C:17]3[CH:22]=[CH:21][CH:20]=[C:19]([O:23][C:24]([F:26])([F:27])[F:25])[CH:18]=3)[C:28]([C:30]3[N:31]=[CH:32][N:33]([CH3:35])[CH:34]=3)=[O:29])[CH:12]1[CH2:13][NH:8][CH2:9]2, predict the reactants needed to synthesize it. The reactants are: C(OC([N:8]1[CH2:13][CH:12]2[CH:10]([CH:11]2[CH2:14][N:15]([C:28]([C:30]2[N:31]=[CH:32][N:33]([CH3:35])[CH:34]=2)=[O:29])[CH2:16][C:17]2[CH:22]=[CH:21][CH:20]=[C:19]([O:23][C:24]([F:27])([F:26])[F:25])[CH:18]=2)[CH2:9]1)=O)(C)(C)C.[ClH:36]. (3) Given the product [Br:1][C:2]1[CH:3]=[N:4][CH:5]=[CH:6][C:7]=1[CH2:8][CH:9]1[CH2:18][CH2:17][C:16]2[C:11](=[CH:12][CH:13]=[C:14]([O:19][CH3:20])[CH:15]=2)[C:10]1=[O:21], predict the reactants needed to synthesize it. The reactants are: [Br:1][C:2]1[CH:3]=[N:4][CH:5]=[CH:6][C:7]=1/[CH:8]=[C:9]1/[C:10](=[O:21])[C:11]2[C:16]([CH2:17][CH2:18]/1)=[CH:15][C:14]([O:19][CH3:20])=[CH:13][CH:12]=2. (4) Given the product [F:24][C:25]([F:38])([F:39])[C:26]1[CH:27]=[C:28]([NH:36][NH:37][C:12](=[O:13])[CH:11]([C:9]2[CH:8]=[CH:7][C:6]3[O:1][CH2:2][CH2:3][O:4][C:5]=3[CH:10]=2)[N:15]2[CH2:20][CH2:19][N:18]3[CH2:21][CH2:22][CH2:23][C@@H:17]3[CH2:16]2)[CH:29]=[C:30]([C:32]([F:35])([F:33])[F:34])[CH:31]=1, predict the reactants needed to synthesize it. The reactants are: [O:1]1[C:6]2[CH:7]=[CH:8][C:9]([CH:11]([N:15]3[CH2:20][CH2:19][N:18]4[CH2:21][CH2:22][CH2:23][C@@H:17]4[CH2:16]3)[C:12](O)=[O:13])=[CH:10][C:5]=2[O:4][CH2:3][CH2:2]1.[F:24][C:25]([F:39])([F:38])[C:26]1[CH:27]=[C:28]([NH:36][NH2:37])[CH:29]=[C:30]([C:32]([F:35])([F:34])[F:33])[CH:31]=1.F[P-](F)(F)(F)(F)F.N1(O[P+](N(C)C)(N(C)C)N(C)C)C2C=CC=CC=2N=N1. (5) Given the product [F:23][C:24]1[C:32]([O:33][C:2]2[C:11]3[C:6](=[CH:7][C:8]([O:14][CH2:15][CH:16]4[CH2:21][CH2:20][N:19]([CH3:22])[CH2:18][CH2:17]4)=[C:9]([O:12][CH3:13])[CH:10]=3)[N:5]=[CH:4][N:3]=2)=[CH:31][CH:30]=[C:29]2[C:25]=1[CH:26]=[CH:27][NH:28]2, predict the reactants needed to synthesize it. The reactants are: Cl[C:2]1[C:11]2[C:6](=[CH:7][C:8]([O:14][CH2:15][CH:16]3[CH2:21][CH2:20][N:19]([CH3:22])[CH2:18][CH2:17]3)=[C:9]([O:12][CH3:13])[CH:10]=2)[N:5]=[CH:4][N:3]=1.[F:23][C:24]1[C:32]([OH:33])=[CH:31][CH:30]=[C:29]2[C:25]=1[CH:26]=[CH:27][NH:28]2.C(=O)([O-])[O-].[K+].[K+]. (6) Given the product [C:1]([O:4][CH2:5][CH:6]([O:25][C:26](=[O:28])[CH3:27])[CH:7]([C:8]1[O:9][C:10]([Br:23])=[C:11]([C:13]2[CH:18]=[CH:17][C:16]([C:19]([F:22])([F:21])[F:20])=[CH:15][CH:14]=2)[N:12]=1)[O:45][C:44]1[CH:43]=[CH:42][C:41]([F:46])=[C:37]([C:38](=[O:39])[NH2:40])[C:36]=1[F:35])(=[O:3])[CH3:2], predict the reactants needed to synthesize it. The reactants are: [C:1]([O:4][CH2:5][CH:6]([O:25][C:26](=[O:28])[CH3:27])[CH:7](Br)[C:8]1[O:9][C:10]([Br:23])=[C:11]([C:13]2[CH:18]=[CH:17][C:16]([C:19]([F:22])([F:21])[F:20])=[CH:15][CH:14]=2)[N:12]=1)(=[O:3])[CH3:2].C([O-])([O-])=O.[K+].[K+].[F:35][C:36]1[C:44]([OH:45])=[CH:43][CH:42]=[C:41]([F:46])[C:37]=1[C:38]([NH2:40])=[O:39]. (7) The reactants are: F[C:2]1[CH:3]=[CH:4][C:5]([N+:10]([O-:12])=[O:11])=[C:6]([CH:9]=1)[NH:7][CH3:8].[CH3:13][O:14][C:15]1[CH:20]=[C:19]([OH:21])[CH:18]=[CH:17][N:16]=1.C(=O)([O-])[O-].[Cs+].[Cs+].O. Given the product [CH3:13][O:14][C:15]1[CH:20]=[C:19]([O:21][C:2]2[CH:3]=[CH:4][C:5]([N+:10]([O-:12])=[O:11])=[C:6]([CH:9]=2)[NH:7][CH3:8])[CH:18]=[CH:17][N:16]=1, predict the reactants needed to synthesize it. (8) Given the product [C:1]([O:4][CH2:5][C:6]([CH2:18][CH2:19][C:20]1([CH2:26][CH2:27][N:28]2[CH2:33][CH2:32][CH:31]([N:34]([C:35]3[CH:40]=[CH:39][C:38]([CH3:41])=[CH:37][CH:36]=3)[C:54]([C:50]3[O:49][CH:53]=[CH:52][CH:51]=3)=[O:55])[CH2:30][CH2:29]2)[CH2:25][CH2:24][CH2:23][CH2:22][CH2:21]1)([CH2:12][CH2:13][O:14][C:15](=[O:17])[CH3:16])[CH2:7][O:8][C:9](=[O:11])[CH3:10])(=[O:3])[CH3:2], predict the reactants needed to synthesize it. The reactants are: [C:1]([O:4][CH2:5][C:6]([CH2:18][CH2:19][C:20]1([CH2:26][CH2:27][N:28]2[CH2:33][CH2:32][CH:31]([NH:34][C:35]3[CH:40]=[CH:39][C:38]([CH3:41])=[CH:37][CH:36]=3)[CH2:30][CH2:29]2)[CH2:25][CH2:24][CH2:23][CH2:22][CH2:21]1)([CH2:12][CH2:13][O:14][C:15](=[O:17])[CH3:16])[CH2:7][O:8][C:9](=[O:11])[CH3:10])(=[O:3])[CH3:2].C(N(CC)CC)C.[O:49]1[CH:53]=[CH:52][CH:51]=[C:50]1[C:54](Cl)=[O:55].C(O)(=O)CC(CC(O)=O)(C(O)=O)O. (9) Given the product [CH3:1][C:2]1[CH:3]=[C:4]([O:8][CH2:9][CH:10]2[CH2:14][CH2:13][NH:12][CH2:11]2)[CH:5]=[N:6][CH:7]=1, predict the reactants needed to synthesize it. The reactants are: [CH3:1][C:2]1[CH:3]=[C:4]([O:8][CH2:9][CH:10]2[CH2:14][CH2:13][N:12](CC3C=CC=CC=3)[CH2:11]2)[CH:5]=[N:6][CH:7]=1.ClCCOC(Cl)=O.